From a dataset of Full USPTO retrosynthesis dataset with 1.9M reactions from patents (1976-2016). Predict the reactants needed to synthesize the given product. (1) Given the product [CH3:29][C:22]1[CH:23]=[C:24]([CH3:28])[CH:25]=[C:26]([CH3:27])[C:21]=1[S:18]([NH:16][CH:15]([CH2:17][S:12][C:8]1[N:7]=[C:6]([C:2]2[S:1][CH:5]=[CH:4][CH:3]=2)[CH:11]=[CH:10][N:9]=1)[C:14]([F:31])([F:13])[F:30])(=[O:19])=[O:20], predict the reactants needed to synthesize it. The reactants are: [S:1]1[CH:5]=[CH:4][CH:3]=[C:2]1[C:6]1[CH:11]=[CH:10][N:9]=[C:8]([SH:12])[N:7]=1.[F:13][C:14]([F:31])([F:30])[CH:15]1[CH2:17][N:16]1[S:18]([C:21]1[C:26]([CH3:27])=[CH:25][C:24]([CH3:28])=[CH:23][C:22]=1[CH3:29])(=[O:20])=[O:19]. (2) Given the product [Cl:1][C:2]1[CH:3]=[C:4]([CH:14]=[CH:15][CH:16]=1)[C:5]([CH3:13])([CH3:12])[C@@H:6]([C:9]([NH:33][C@H:32]([C:31]([N:30]([C@@H:26]([CH:27]([CH3:28])[CH3:29])/[CH:25]=[C:19](\[CH3:18])/[C:20]([O:22][CH2:23][CH3:24])=[O:21])[CH3:39])=[O:38])[C:34]([CH3:36])([CH3:37])[CH3:35])=[O:11])[NH:7][CH3:8].[Cl:1][C:2]1[CH:3]=[C:4]([CH:14]=[CH:15][CH:16]=1)[C:5]([CH3:13])([CH3:12])[C@H:6]([C:9]([NH:33][C@H:32]([C:31]([N:30]([C@@H:26]([CH:27]([CH3:29])[CH3:28])/[CH:25]=[C:19](\[CH3:18])/[C:20]([O:22][CH2:23][CH3:24])=[O:21])[CH3:39])=[O:38])[C:34]([CH3:36])([CH3:35])[CH3:37])=[O:10])[NH:7][CH3:8], predict the reactants needed to synthesize it. The reactants are: [Cl:1][C:2]1[CH:3]=[C:4]([CH:14]=[CH:15][CH:16]=1)[C:5]([CH3:13])([CH3:12])[C@@H:6]([C:9]([OH:11])=[O:10])[NH:7][CH3:8].Cl.[CH3:18]/[C:19](=[CH:25]\[C@@H:26]([N:30]([CH3:39])[C:31](=[O:38])[C@H:32]([C:34]([CH3:37])([CH3:36])[CH3:35])[NH2:33])[CH:27]([CH3:29])[CH3:28])/[C:20]([O:22][CH2:23][CH3:24])=[O:21].F[P-](F)(F)(F)(F)F.N1(O[P+](N2CCCC2)(N2CCCC2)N2CCCC2)C2C=CC=CC=2N=N1.C(N(C(C)C)CC)(C)C. (3) Given the product [CH:32]([N:39]1[CH2:44][CH2:43][N:42]([CH2:13][CH:11]2[O:10][C:9](=[O:25])[N:8]([CH2:7][CH:1]3[CH2:2][CH2:3][CH2:4][CH2:5][CH2:6]3)[CH2:12]2)[CH2:41][CH2:40]1)([C:33]1[CH:38]=[CH:37][CH:36]=[CH:35][CH:34]=1)[C:26]1[CH:31]=[CH:30][CH:29]=[CH:28][CH:27]=1, predict the reactants needed to synthesize it. The reactants are: [CH:1]1([CH2:7][N:8]2[CH2:12][CH:11]([CH2:13]OS(C3C=CC(C)=CC=3)(=O)=O)[O:10][C:9]2=[O:25])[CH2:6][CH2:5][CH2:4][CH2:3][CH2:2]1.[C:26]1([CH:32]([N:39]2[CH2:44][CH2:43][NH:42][CH2:41][CH2:40]2)[C:33]2[CH:38]=[CH:37][CH:36]=[CH:35][CH:34]=2)[CH:31]=[CH:30][CH:29]=[CH:28][CH:27]=1.C(N(CC)CC)C. (4) Given the product [CH:21]1([O:25][C:2]2[C:11]3[C:6](=[CH:7][C:8]([O:12][CH3:13])=[CH:9][CH:10]=3)[CH:5]=[C:4]([NH:14][C:15]3[CH:19]=[C:18]([CH3:20])[NH:17][N:16]=3)[N:3]=2)[CH2:24][CH2:23][CH2:22]1, predict the reactants needed to synthesize it. The reactants are: Cl[C:2]1[C:11]2[C:6](=[CH:7][C:8]([O:12][CH3:13])=[CH:9][CH:10]=2)[CH:5]=[C:4]([NH:14][C:15]2[CH:19]=[C:18]([CH3:20])[NH:17][N:16]=2)[N:3]=1.[CH:21]1([OH:25])[CH2:24][CH2:23][CH2:22]1. (5) Given the product [C:1]([N:4]1[CH2:9][CH2:8][N:7]([C:11]2[CH:16]=[CH:15][C:14]([F:17])=[CH:13][C:12]=2[N+:18]([O-:20])=[O:19])[CH2:6][CH2:5]1)(=[O:3])[CH3:2], predict the reactants needed to synthesize it. The reactants are: [C:1]([N:4]1[CH2:9][CH2:8][NH:7][CH2:6][CH2:5]1)(=[O:3])[CH3:2].F[C:11]1[CH:16]=[CH:15][C:14]([F:17])=[CH:13][C:12]=1[N+:18]([O-:20])=[O:19].C(=O)([O-])[O-].[K+].[K+].O.